Dataset: Reaction yield outcomes from USPTO patents with 853,638 reactions. Task: Predict the reaction yield, written as a fraction of the theoretical maximum amount of product (1.0 means a 100% yield; for example, 0.34 means a 34% yield). (1) The reactants are [Cl:1][C:2]1[CH:3]=[C:4]2[CH:10]=[CH:9]NC2=NC=1.[CH2:11]1[N:16]2[CH2:17][N:16]3[CH2:11][N:12]([CH2:13]2)[CH2:13][N:12]1[CH2:17]3.[OH2:21]. The catalyst is C(O)(=O)C. The product is [Cl:1][C:2]1[CH:3]=[C:4]2[C:10]([CH:9]=[O:21])=[CH:17][NH:16][C:11]2=[N:12][CH:13]=1. The yield is 0.590. (2) The reactants are Cl.[NH2:2][CH2:3][C:4]1[CH:5]=[N+:6]([O-:14])[CH:7]=[CH:8][C:9]=1[C:10]([F:13])([F:12])[F:11].CCN(C(C)C)C(C)C.Cl[C:25]1[N:30]=[C:29]([Cl:31])[C:28]([C:32]([F:35])([F:34])[F:33])=[CH:27][N:26]=1. The catalyst is CN(C=O)C.[Cl-].[Na+].O.C(OCC)(=O)C.O. The product is [Cl:31][C:29]1[C:28]([C:32]([F:34])([F:33])[F:35])=[CH:27][N:26]=[C:25]([NH:2][CH2:3][C:4]2[CH:5]=[N+:6]([O-:14])[CH:7]=[CH:8][C:9]=2[C:10]([F:11])([F:12])[F:13])[N:30]=1. The yield is 0.470. (3) The reactants are [Cl:1][C:2]1[CH:3]=[CH:4][C:5]([NH:8][C:9]([C:11]2[CH:36]=[CH:35][C:14]([O:15][C:16]3[CH:25]=[C:24]4[C:19]([CH:20]([C:26]([O:28]C(C)(C)C)=[O:27])[CH2:21][CH2:22][O:23]4)=[CH:18][C:17]=3[C:33]#[N:34])=[CH:13][CH:12]=2)=[O:10])=[N:6][CH:7]=1. The catalyst is C(Cl)Cl.C(O)(C(F)(F)F)=O. The product is [Cl:1][C:2]1[CH:3]=[CH:4][C:5]([NH:8][C:9]([C:11]2[CH:12]=[CH:13][C:14]([O:15][C:16]3[CH:25]=[C:24]4[C:19]([CH:20]([C:26]([OH:28])=[O:27])[CH2:21][CH2:22][O:23]4)=[CH:18][C:17]=3[C:33]#[N:34])=[CH:35][CH:36]=2)=[O:10])=[N:6][CH:7]=1. The yield is 0.700. (4) The reactants are [C:1]1([C:7]2[C:20]3[C:15](=[CH:16][CH:17]=[CH:18][CH:19]=3)[C:14]([C:21]3[CH:22]=[C:23]4[C:27](=[CH:28][CH:29]=3)[NH:26][C:25]3[N:30]=[CH:31][CH:32]=[CH:33][C:24]4=3)=[C:13]3[C:8]=2[CH:9]=[CH:10][CH:11]=[CH:12]3)[CH:6]=[CH:5][CH:4]=[CH:3][CH:2]=1.[I:34][C:35]1[CH:40]=[CH:39][C:38](I)=[CH:37][CH:36]=1.[O-]P([O-])([O-])=O.[K+].[K+].[K+]. The catalyst is O1CCOCC1.[Cu]I. The product is [I:34][C:35]1[CH:40]=[CH:39][C:38]([N:26]2[C:27]3[C:23](=[CH:22][C:21]([C:14]4[C:13]5[C:8]([C:7]([C:1]6[CH:2]=[CH:3][CH:4]=[CH:5][CH:6]=6)=[C:20]6[C:15]=4[CH:16]=[CH:17][CH:18]=[CH:19]6)=[CH:9][CH:10]=[CH:11][CH:12]=5)=[CH:29][CH:28]=3)[C:24]3[CH:33]=[CH:32][CH:31]=[N:30][C:25]2=3)=[CH:37][CH:36]=1. The yield is 0.640.